This data is from Forward reaction prediction with 1.9M reactions from USPTO patents (1976-2016). The task is: Predict the product of the given reaction. (1) Given the reactants [NH:1]1[CH:5]=[CH:4][N:3]=[C:2]1[CH2:6][N:7]([CH2:14][C:15]1[C:24]2[C:19](=[CH:20][CH:21]=[CH:22][CH:23]=2)[C:18]([C:25]([OH:27])=O)=[CH:17][CH:16]=1)[CH2:8][C:9]1[NH:10][CH:11]=[CH:12][N:13]=1.C1CCC(N=C=NC2CCCCC2)CC1.C1C=CC2N(O)N=NC=2C=1.[CH2:53]([N:56]([CH2:60][C:61]1[CH:66]=[CH:65][C:64]([NH2:67])=[CH:63][CH:62]=1)[CH2:57][CH2:58][CH3:59])[CH2:54][CH3:55], predict the reaction product. The product is: [CH2:53]([N:56]([CH2:60][C:61]1[CH:66]=[CH:65][C:64]([NH:67][C:25]([C:18]2[C:19]3[C:24](=[CH:23][CH:22]=[CH:21][CH:20]=3)[C:15]([CH2:14][N:7]([CH2:6][C:2]3[NH:3][CH:4]=[CH:5][N:1]=3)[CH2:8][C:9]3[NH:13][CH:12]=[CH:11][N:10]=3)=[CH:16][CH:17]=2)=[O:27])=[CH:63][CH:62]=1)[CH2:57][CH2:58][CH3:59])[CH2:54][CH3:55]. (2) Given the reactants N(C[C@@H](C1C=CC(OCC2C=CC=CC=2)=C2C=1C=CC(=O)N2)O)=[N+]=[N-].[Si]([O:33][C@H:34]([C:72]1[CH:81]=[CH:80][C:79]([OH:82])=[C:78]2[C:73]=1[CH:74]=[CH:75][C:76](=[O:83])[NH:77]2)[CH2:35][NH:36][CH2:37][CH2:38][CH2:39][CH2:40][CH2:41][C:42]1[CH:71]=[CH:70][C:45]([C:46]([NH:48][CH2:49][C:50]2[C:51]([NH:63][CH:64]3[CH2:69][CH2:68][O:67][CH2:66][CH2:65]3)=[C:52]3[CH:60]=[N:59][N:58]([CH2:61][CH3:62])[C:53]3=[N:54][C:55]=2[CH2:56][CH3:57])=[O:47])=[CH:44][CH:43]=1)(C(C)(C)C)(C)C, predict the reaction product. The product is: [CH2:61]([N:58]1[C:53]2=[N:54][C:55]([CH2:56][CH3:57])=[C:50]([CH2:49][NH:48][C:46](=[O:47])[C:45]3[CH:70]=[CH:71][C:42]([CH2:41][CH2:40][CH2:39][CH2:38][CH2:37][NH:36][CH2:35][C@H:34]([OH:33])[C:72]4[CH:81]=[CH:80][C:79]([OH:82])=[C:78]5[C:73]=4[CH:74]=[CH:75][C:76](=[O:83])[NH:77]5)=[CH:43][CH:44]=3)[C:51]([NH:63][CH:64]3[CH2:69][CH2:68][O:67][CH2:66][CH2:65]3)=[C:52]2[CH:60]=[N:59]1)[CH3:62]. (3) Given the reactants [CH:1]([S:4]([C:7]1[CH:12]=[CH:11][C:10]([C:13]2[N:14]=[C:15]([C:20]#[C:21][C:22]3[CH:27]=[CH:26][CH:25]=[CH:24][CH:23]=3)[C:16]([NH2:19])=[N:17][CH:18]=2)=[CH:9][CH:8]=1)(=[O:6])=[O:5])([CH3:3])[CH3:2].C1COCC1, predict the reaction product. The product is: [CH:1]([S:4]([C:7]1[CH:8]=[CH:9][C:10]([C:13]2[N:14]=[C:15]([CH2:20][CH2:21][C:22]3[CH:23]=[CH:24][CH:25]=[CH:26][CH:27]=3)[C:16]([NH2:19])=[N:17][CH:18]=2)=[CH:11][CH:12]=1)(=[O:5])=[O:6])([CH3:3])[CH3:2]. (4) Given the reactants ClC1C(NC(=O)C[C@@H](C)C2C=CC=CC=2)=C2C(=CC=1)N=C(N1CC[C@H](NCCCO)C1)C=C2.C([O:36][C:37]([CH:39]1[CH2:44][CH2:43][N:42]([C:45]2[CH:54]=[CH:53][C:52]3[C:47](=[CH:48][CH:49]=[C:50]([Cl:67])[C:51]=3[C:55]([NH:57][CH2:58][CH2:59][C:60]3[CH:65]=[CH:64][C:63]([Cl:66])=[CH:62][CH:61]=3)=[O:56])[N:46]=2)[CH2:41][CH2:40]1)=[O:38])C.Cl, predict the reaction product. The product is: [Cl:67][C:50]1[C:51]([C:55]([NH:57][CH2:58][CH2:59][C:60]2[CH:61]=[CH:62][C:63]([Cl:66])=[CH:64][CH:65]=2)=[O:56])=[C:52]2[C:47](=[CH:48][CH:49]=1)[N:46]=[C:45]([N:42]1[CH2:43][CH2:44][CH:39]([C:37]([OH:38])=[O:36])[CH2:40][CH2:41]1)[CH:54]=[CH:53]2.